From a dataset of NCI-60 drug combinations with 297,098 pairs across 59 cell lines. Regression. Given two drug SMILES strings and cell line genomic features, predict the synergy score measuring deviation from expected non-interaction effect. (1) Drug 1: CCC1(CC2CC(C3=C(CCN(C2)C1)C4=CC=CC=C4N3)(C5=C(C=C6C(=C5)C78CCN9C7C(C=CC9)(C(C(C8N6C=O)(C(=O)OC)O)OC(=O)C)CC)OC)C(=O)OC)O.OS(=O)(=O)O. Drug 2: C1=CC=C(C(=C1)C(C2=CC=C(C=C2)Cl)C(Cl)Cl)Cl. Cell line: HCT116. Synergy scores: CSS=5.96, Synergy_ZIP=-0.225, Synergy_Bliss=0.0227, Synergy_Loewe=-9.84, Synergy_HSA=-4.77. (2) Drug 1: C1CC(=O)NC(=O)C1N2CC3=C(C2=O)C=CC=C3N. Drug 2: C1CN(P(=O)(OC1)NCCCl)CCCl. Cell line: PC-3. Synergy scores: CSS=1.76, Synergy_ZIP=-2.68, Synergy_Bliss=-2.00, Synergy_Loewe=-1.83, Synergy_HSA=-1.78. (3) Drug 1: COC1=CC(=CC(=C1O)OC)C2C3C(COC3=O)C(C4=CC5=C(C=C24)OCO5)OC6C(C(C7C(O6)COC(O7)C8=CC=CS8)O)O. Drug 2: C1=NC(=NC(=O)N1C2C(C(C(O2)CO)O)O)N. Cell line: SF-268. Synergy scores: CSS=7.97, Synergy_ZIP=-8.24, Synergy_Bliss=-2.61, Synergy_Loewe=-16.3, Synergy_HSA=-3.70. (4) Cell line: U251. Drug 1: C1=NC2=C(N1)C(=S)N=C(N2)N. Drug 2: C1CC(C1)(C(=O)O)C(=O)O.[NH2-].[NH2-].[Pt+2]. Synergy scores: CSS=44.8, Synergy_ZIP=-7.54, Synergy_Bliss=-4.88, Synergy_Loewe=-7.59, Synergy_HSA=-0.829. (5) Drug 1: C1C(C(OC1N2C=C(C(=O)NC2=O)F)CO)O. Drug 2: C(CC(=O)O)C(=O)CN.Cl. Cell line: CCRF-CEM. Synergy scores: CSS=63.7, Synergy_ZIP=-1.14, Synergy_Bliss=-1.68, Synergy_Loewe=-11.0, Synergy_HSA=1.82. (6) Drug 1: CC1C(C(=O)NC(C(=O)N2CCCC2C(=O)N(CC(=O)N(C(C(=O)O1)C(C)C)C)C)C(C)C)NC(=O)C3=C4C(=C(C=C3)C)OC5=C(C(=O)C(=C(C5=N4)C(=O)NC6C(OC(=O)C(N(C(=O)CN(C(=O)C7CCCN7C(=O)C(NC6=O)C(C)C)C)C)C(C)C)C)N)C. Drug 2: C1=NC2=C(N=C(N=C2N1C3C(C(C(O3)CO)O)O)F)N. Cell line: HL-60(TB). Synergy scores: CSS=44.1, Synergy_ZIP=-0.127, Synergy_Bliss=-2.22, Synergy_Loewe=-26.8, Synergy_HSA=-5.84. (7) Drug 1: CC1OCC2C(O1)C(C(C(O2)OC3C4COC(=O)C4C(C5=CC6=C(C=C35)OCO6)C7=CC(=C(C(=C7)OC)O)OC)O)O. Drug 2: C#CCC(CC1=CN=C2C(=N1)C(=NC(=N2)N)N)C3=CC=C(C=C3)C(=O)NC(CCC(=O)O)C(=O)O. Cell line: SF-295. Synergy scores: CSS=43.7, Synergy_ZIP=-1.87, Synergy_Bliss=-0.565, Synergy_Loewe=1.76, Synergy_HSA=1.24. (8) Cell line: ACHN. Synergy scores: CSS=15.3, Synergy_ZIP=1.10, Synergy_Bliss=5.32, Synergy_Loewe=-36.0, Synergy_HSA=3.54. Drug 1: CNC(=O)C1=NC=CC(=C1)OC2=CC=C(C=C2)NC(=O)NC3=CC(=C(C=C3)Cl)C(F)(F)F. Drug 2: C1C(C(OC1N2C=NC(=NC2=O)N)CO)O. (9) Drug 1: CC1CCC2CC(C(=CC=CC=CC(CC(C(=O)C(C(C(=CC(C(=O)CC(OC(=O)C3CCCCN3C(=O)C(=O)C1(O2)O)C(C)CC4CCC(C(C4)OC)OCCO)C)C)O)OC)C)C)C)OC. Drug 2: C1C(C(OC1N2C=NC(=NC2=O)N)CO)O. Cell line: U251. Synergy scores: CSS=-1.29, Synergy_ZIP=2.93, Synergy_Bliss=4.06, Synergy_Loewe=-9.57, Synergy_HSA=-8.44. (10) Drug 1: C1CCN(CC1)CCOC2=CC=C(C=C2)C(=O)C3=C(SC4=C3C=CC(=C4)O)C5=CC=C(C=C5)O. Drug 2: CC12CCC(CC1=CCC3C2CCC4(C3CC=C4C5=CN=CC=C5)C)O. Cell line: SF-268. Synergy scores: CSS=2.75, Synergy_ZIP=1.06, Synergy_Bliss=5.51, Synergy_Loewe=1.85, Synergy_HSA=1.79.